Binary Classification. Given a drug SMILES string, predict its activity (active/inactive) in a high-throughput screening assay against a specified biological target. From a dataset of Choline transporter screen with 302,306 compounds. The molecule is o1c(nc2c1ccc(c2)C(=O)NC(C)C(OC)=O)CCc1ccccc1. The result is 0 (inactive).